Task: Binary Classification. Given a T-cell receptor sequence (or CDR3 region) and an epitope sequence, predict whether binding occurs between them.. Dataset: TCR-epitope binding with 47,182 pairs between 192 epitopes and 23,139 TCRs The epitope is SQASSRSSSR. The TCR CDR3 sequence is CAWSMDRDFYGYTF. Result: 0 (the TCR does not bind to the epitope).